This data is from Forward reaction prediction with 1.9M reactions from USPTO patents (1976-2016). The task is: Predict the product of the given reaction. The product is: [F:16][C:13]1[CH:14]=[CH:15][C:10]([C:8]([C:6]2[N:7]=[C:2]([NH:27][C:24]3[CH:23]=[C:22]([CH3:21])[NH:26][N:25]=3)[C:3]3[CH:19]=[C:18]([CH3:20])[S:17][C:4]=3[N:5]=2)=[O:9])=[CH:11][CH:12]=1. Given the reactants Cl[C:2]1[C:3]2[CH:19]=[C:18]([CH3:20])[S:17][C:4]=2[N:5]=[C:6]([C:8]([C:10]2[CH:15]=[CH:14][C:13]([F:16])=[CH:12][CH:11]=2)=[O:9])[N:7]=1.[CH3:21][C:22]1[NH:26][N:25]=[C:24]([NH2:27])[CH:23]=1.Cl.O1CCOCC1, predict the reaction product.